Predict the reactants needed to synthesize the given product. From a dataset of Full USPTO retrosynthesis dataset with 1.9M reactions from patents (1976-2016). (1) Given the product [OH:21][NH:20][C:1](=[NH:2])[C:3]1[CH:8]=[CH:7][C:6]([S:9](=[O:11])(=[O:10])[NH2:12])=[CH:5][CH:4]=1, predict the reactants needed to synthesize it. The reactants are: [C:1]([C:3]1[CH:8]=[CH:7][C:6]([S:9]([NH2:12])(=[O:11])=[O:10])=[CH:5][CH:4]=1)#[N:2].C(=O)([O-])[O-].[K+].[K+].Cl.[NH2:20][OH:21]. (2) Given the product [F:16][C:17]1[CH:18]=[C:19]([CH:20]=[CH:21][CH:22]=1)[O:23][C:8]1[CH:15]=[CH:14][C:11]([C:12]#[N:13])=[CH:10][CH:9]=1, predict the reactants needed to synthesize it. The reactants are: C([O-])([O-])=O.[K+].[K+].Br[C:8]1[CH:15]=[CH:14][C:11]([C:12]#[N:13])=[CH:10][CH:9]=1.[F:16][C:17]1[CH:18]=[C:19]([OH:23])[CH:20]=[CH:21][CH:22]=1.